This data is from Forward reaction prediction with 1.9M reactions from USPTO patents (1976-2016). The task is: Predict the product of the given reaction. (1) The product is: [C:1]([O:5][C:6]([N:8]1[CH2:13][CH2:12][N:11]([CH2:14][CH2:15][CH2:16][C:17]2[N:18]=[C:19]([NH2:31])[C:20]3[N:21]([N:23]=[C:24]([C:26]4[O:27][CH:28]=[CH:29][CH:30]=4)[N:25]=3)[CH:22]=2)[CH2:10][CH2:9]1)=[O:7])([CH3:4])([CH3:2])[CH3:3]. Given the reactants [C:1]([O:5][C:6]([N:8]1[CH2:13][CH2:12][N:11]([CH2:14][C:15]#[C:16][C:17]2[N:18]=[C:19]([NH2:31])[C:20]3[N:21]([N:23]=[C:24]([C:26]4[O:27][CH:28]=[CH:29][CH:30]=4)[N:25]=3)[CH:22]=2)[CH2:10][CH2:9]1)=[O:7])([CH3:4])([CH3:3])[CH3:2], predict the reaction product. (2) Given the reactants COC1C=CC(C[N:8](CC2C=CC(OC)=CC=2)[C:9]2[N:14]=[C:13]([CH3:15])[N:12]=[C:11]([C:16]3[CH:17]=[C:18]([CH:32]([N:37]4[CH2:42][CH2:41][N:40](C(OC(C)(C)C)=O)[CH2:39][CH2:38]4)[C:33]([F:36])([F:35])[F:34])[CH:19]=[N:20][C:21]=3[NH:22][C:23]3[CH:24]=[N:25][C:26]([O:30][CH3:31])=[C:27]([F:29])[CH:28]=3)[N:10]=2)=CC=1.FC(F)(F)C(O)=O.F[C:69](F)(F)[S:70](O)(=[O:72])=[O:71], predict the reaction product. The product is: [F:29][C:27]1[CH:28]=[C:23]([NH:22][C:21]2[C:16]([C:11]3[N:12]=[C:13]([CH3:15])[N:14]=[C:9]([NH2:8])[N:10]=3)=[CH:17][C:18]([CH:32]([N:37]3[CH2:38][CH2:39][N:40]([S:70]([CH3:69])(=[O:72])=[O:71])[CH2:41][CH2:42]3)[C:33]([F:34])([F:35])[F:36])=[CH:19][N:20]=2)[CH:24]=[N:25][C:26]=1[O:30][CH3:31]. (3) Given the reactants OC(C(F)(F)F)=O.[CH2:8]([N:10]([CH:26]1[CH2:31][CH2:30][NH:29][CH2:28][CH2:27]1)[C:11]1[C:12]([CH3:25])=[C:13]([CH:18]=[C:19]([C:21]([F:24])([F:23])[F:22])[CH:20]=1)[C:14]([O:16][CH3:17])=[O:15])[CH3:9].[CH3:32][C:33]([CH3:35])=O.C(O[BH-](OC(=O)C)OC(=O)C)(=O)C.[Na+].C([O-])(O)=O.[Na+], predict the reaction product. The product is: [CH2:8]([N:10]([CH:26]1[CH2:31][CH2:30][N:29]([CH:33]([CH3:35])[CH3:32])[CH2:28][CH2:27]1)[C:11]1[C:12]([CH3:25])=[C:13]([CH:18]=[C:19]([C:21]([F:24])([F:23])[F:22])[CH:20]=1)[C:14]([O:16][CH3:17])=[O:15])[CH3:9]. (4) Given the reactants [CH3:1][C:2]1[CH:11]=[CH:10][CH:9]=[C:8]2[C:3]=1[C:4](=[O:44])[N:5]([C:32]1[CH:37]=[CH:36][CH:35]=[C:34]([C:38]#[C:39][Si](C)(C)C)[CH:33]=1)[C:6]([CH:12]([NH:14][C:15]1[N:23]=[CH:22][N:21]=[C:20]3[C:16]=1[N:17]=[CH:18][N:19]3COCC[Si](C)(C)C)[CH3:13])=[N:7]2.Cl.[OH:46]C1C=C(N2C(=O)C3C(=CC=CC=3C)N=C2C(NC2N=CN=C3C=2N=CN3)C)C=CC=1, predict the reaction product. The product is: [C:38]([C:34]1[CH:33]=[C:32]([N:5]2[C:4](=[O:44])[C:3]3[C:8](=[CH:9][CH:10]=[CH:11][C:2]=3[CH3:1])[N:7]=[C:6]2[CH:12]([NH:14][C:15]2[N:23]=[CH:22][N:21]=[C:20]3[C:16]=2[N:17]=[CH:18][NH:19]3)[CH3:13])[CH:37]=[CH:36][CH:35]=1)(=[O:46])[CH3:39].